Predict the reactants needed to synthesize the given product. From a dataset of Full USPTO retrosynthesis dataset with 1.9M reactions from patents (1976-2016). (1) The reactants are: [CH3:1][C:2]([N:11]1[CH:15]=[C:14]([NH:16][C:17](=[O:23])[CH:18]([NH2:22])[CH2:19][CH2:20][CH3:21])[N:13]=[CH:12]1)([CH3:10])[CH2:3][N:4]1[CH2:9][CH2:8][O:7][CH2:6][CH2:5]1.[Cl:24][C:25]1[CH:26]=[C:27]2[C:32](=[C:33]([Cl:35])[CH:34]=1)[CH2:31][C:30](=O)[CH2:29][CH2:28]2. Given the product [CH3:1][C:2]([N:11]1[CH:15]=[C:14]([NH:16][C:17](=[O:23])[CH:18]([NH:22][CH:30]2[CH2:29][CH2:28][C:27]3[C:32](=[C:33]([Cl:35])[CH:34]=[C:25]([Cl:24])[CH:26]=3)[CH2:31]2)[CH2:19][CH2:20][CH3:21])[N:13]=[CH:12]1)([CH3:10])[CH2:3][N:4]1[CH2:5][CH2:6][O:7][CH2:8][CH2:9]1, predict the reactants needed to synthesize it. (2) Given the product [Cl:21][C:16]([C@@H:12]1[CH2:13][CH2:14][CH2:15][N:11]1[C:9]([O:8][CH2:1][C:2]1[CH:7]=[CH:6][CH:5]=[CH:4][CH:3]=1)=[O:10])=[O:18], predict the reactants needed to synthesize it. The reactants are: [CH2:1]([O:8][C:9]([N:11]1[CH2:15][CH2:14][CH2:13][C@H:12]1[C:16]([OH:18])=O)=[O:10])[C:2]1[CH:7]=[CH:6][CH:5]=[CH:4][CH:3]=1.O=S(Cl)[Cl:21].